From a dataset of Forward reaction prediction with 1.9M reactions from USPTO patents (1976-2016). Predict the product of the given reaction. Given the reactants Cl[C:2]1[C:7]([CH2:8][CH2:9][CH3:10])=[C:6]([CH3:11])[N:5]=[CH:4][N:3]=1.[Na+].[I-:13].I, predict the reaction product. The product is: [I:13][C:2]1[C:7]([CH2:8][CH2:9][CH3:10])=[C:6]([CH3:11])[N:5]=[CH:4][N:3]=1.